From a dataset of NCI-60 drug combinations with 297,098 pairs across 59 cell lines. Regression. Given two drug SMILES strings and cell line genomic features, predict the synergy score measuring deviation from expected non-interaction effect. (1) Cell line: NCI/ADR-RES. Drug 2: C1=CC(=CC=C1CC(C(=O)O)N)N(CCCl)CCCl.Cl. Synergy scores: CSS=11.1, Synergy_ZIP=-2.56, Synergy_Bliss=0.188, Synergy_Loewe=-1.69, Synergy_HSA=-1.47. Drug 1: COC1=CC(=CC(=C1O)OC)C2C3C(COC3=O)C(C4=CC5=C(C=C24)OCO5)OC6C(C(C7C(O6)COC(O7)C8=CC=CS8)O)O. (2) Drug 1: CN1C(=O)N2C=NC(=C2N=N1)C(=O)N. Drug 2: COCCOC1=C(C=C2C(=C1)C(=NC=N2)NC3=CC=CC(=C3)C#C)OCCOC.Cl. Cell line: SNB-75. Synergy scores: CSS=-2.07, Synergy_ZIP=0.881, Synergy_Bliss=-0.820, Synergy_Loewe=-3.56, Synergy_HSA=-4.52. (3) Drug 1: CN(CC1=CN=C2C(=N1)C(=NC(=N2)N)N)C3=CC=C(C=C3)C(=O)NC(CCC(=O)O)C(=O)O. Drug 2: CC1CCCC2(C(O2)CC(NC(=O)CC(C(C(=O)C(C1O)C)(C)C)O)C(=CC3=CSC(=N3)C)C)C. Cell line: MDA-MB-435. Synergy scores: CSS=63.1, Synergy_ZIP=-4.31, Synergy_Bliss=-6.46, Synergy_Loewe=-15.5, Synergy_HSA=-2.93. (4) Drug 1: CC1=C2C(C(=O)C3(C(CC4C(C3C(C(C2(C)C)(CC1OC(=O)C(C(C5=CC=CC=C5)NC(=O)OC(C)(C)C)O)O)OC(=O)C6=CC=CC=C6)(CO4)OC(=O)C)OC)C)OC. Drug 2: C1=CC(=CC=C1CCCC(=O)O)N(CCCl)CCCl. Cell line: SF-539. Synergy scores: CSS=40.9, Synergy_ZIP=-10.3, Synergy_Bliss=-12.7, Synergy_Loewe=-12.8, Synergy_HSA=-7.50. (5) Drug 1: CN(CCCl)CCCl.Cl. Drug 2: C1=NNC2=C1C(=O)NC=N2. Cell line: SK-MEL-28. Synergy scores: CSS=6.96, Synergy_ZIP=-1.92, Synergy_Bliss=0.839, Synergy_Loewe=-0.453, Synergy_HSA=-0.316. (6) Drug 1: C1CN1P(=S)(N2CC2)N3CC3. Drug 2: CCN(CC)CCCC(C)NC1=C2C=C(C=CC2=NC3=C1C=CC(=C3)Cl)OC. Cell line: UACC62. Synergy scores: CSS=11.1, Synergy_ZIP=-7.29, Synergy_Bliss=-0.852, Synergy_Loewe=-5.78, Synergy_HSA=-0.817. (7) Synergy scores: CSS=66.7, Synergy_ZIP=-1.13, Synergy_Bliss=1.17, Synergy_Loewe=1.75, Synergy_HSA=2.14. Drug 1: CCCCC(=O)OCC(=O)C1(CC(C2=C(C1)C(=C3C(=C2O)C(=O)C4=C(C3=O)C=CC=C4OC)O)OC5CC(C(C(O5)C)O)NC(=O)C(F)(F)F)O. Drug 2: C1C(C(OC1N2C=NC(=NC2=O)N)CO)O. Cell line: U251. (8) Drug 1: C1CN1P(=S)(N2CC2)N3CC3. Drug 2: CN(CCCl)CCCl.Cl. Cell line: RPMI-8226. Synergy scores: CSS=32.3, Synergy_ZIP=-6.64, Synergy_Bliss=-2.81, Synergy_Loewe=-1.95, Synergy_HSA=1.24. (9) Drug 1: CCC1=C2CN3C(=CC4=C(C3=O)COC(=O)C4(CC)O)C2=NC5=C1C=C(C=C5)O. Drug 2: C1=NNC2=C1C(=O)NC=N2. Cell line: SK-MEL-5. Synergy scores: CSS=40.9, Synergy_ZIP=-0.617, Synergy_Bliss=-2.70, Synergy_Loewe=-79.0, Synergy_HSA=-2.88.